From a dataset of Peptide-MHC class I binding affinity with 185,985 pairs from IEDB/IMGT. Regression. Given a peptide amino acid sequence and an MHC pseudo amino acid sequence, predict their binding affinity value. This is MHC class I binding data. (1) The peptide sequence is KDYVVVHGYF. The MHC is HLA-B18:01 with pseudo-sequence HLA-B18:01. The binding affinity (normalized) is 0. (2) The peptide sequence is LEAFLMAL. The MHC is Mamu-B01 with pseudo-sequence Mamu-B01. The binding affinity (normalized) is 0. (3) The peptide sequence is RGVFVLGFL. The MHC is Mamu-A2201 with pseudo-sequence Mamu-A2201. The binding affinity (normalized) is 0.0271. (4) The peptide sequence is KRGVFVLGF. The MHC is HLA-B27:05 with pseudo-sequence HLA-B27:05. The binding affinity (normalized) is 0.813. (5) The peptide sequence is ETKITFALKK. The MHC is HLA-A31:01 with pseudo-sequence HLA-A31:01. The binding affinity (normalized) is 0.166. (6) The peptide sequence is LACTDPSERV. The MHC is HLA-A68:02 with pseudo-sequence HLA-A68:02. The binding affinity (normalized) is 0.331. (7) The peptide sequence is IYAGSLSAL. The MHC is HLA-A24:02 with pseudo-sequence HLA-A24:02. The binding affinity (normalized) is 0.510.